The task is: Predict which catalyst facilitates the given reaction.. This data is from Catalyst prediction with 721,799 reactions and 888 catalyst types from USPTO. (1) Reactant: [NH2:1][C:2]1[CH:7]=[CH:6][C:5]([OH:8])=[CH:4][C:3]=1[OH:9].C(=O)(O)[O-].[Na+].Cl[CH2:16][C:17](Cl)=[O:18].[OH-].[Na+].Cl(O)(=O)=O. Product: [OH:8][C:5]1[CH:6]=[CH:7][C:2]2[NH:1][C:17](=[O:18])[CH2:16][O:9][C:3]=2[CH:4]=1. The catalyst class is: 7. (2) Reactant: [NH2:1][C:2]1[N:10]=[CH:9][N:8]=[C:7]2[C:3]=1[N:4]=[CH:5][N:6]2[C@H:11]1[C@H:15]([OH:16])[C@H:14]([OH:17])[C@@H:13]([CH2:18][Cl:19])[O:12]1.O.[C:21]1(C)[CH:26]=CC(S(O)(=O)=O)=C[CH:22]=1.C(OCC)(OCC)OCC.C(=O)([O-])[O-].[K+].[K+]. Product: [Cl:19][CH2:18][C@@H:13]1[C@H:14]2[O:17][C:21]([CH3:26])([CH3:22])[O:16][C@H:15]2[C@H:11]([N:6]2[CH:5]=[N:4][C:3]3[C:7]2=[N:8][CH:9]=[N:10][C:2]=3[NH2:1])[O:12]1. The catalyst class is: 21. (3) Reactant: [Cl:1][C:2]1[CH:12]=[CH:11][C:10]([CH2:13][NH:14][C:15](=[O:20])[C:16]([F:19])([F:18])[F:17])=[CH:9][C:3]=1[C:4]([N:6]=[C:7]=[O:8])=O.[CH3:21][O:22][C:23]([C:25]1[CH:30]=[CH:29][C:28]([NH:31][NH:32]C(OC(C)(C)C)=O)=[CH:27][CH:26]=1)=[O:24]. Product: [Cl:1][C:2]1[CH:12]=[CH:11][C:10]([CH2:13][NH:14][C:15](=[O:20])[C:16]([F:19])([F:18])[F:17])=[CH:9][C:3]=1[C:4]1[NH:6][C:7](=[O:8])[N:31]([C:28]2[CH:27]=[CH:26][C:25]([C:23]([O:22][CH3:21])=[O:24])=[CH:30][CH:29]=2)[N:32]=1. The catalyst class is: 137. (4) Reactant: C([Li])CCC.CCCCCC.[CH3:12][O:13][C:14]1[CH:19]=[CH:18][CH:17]=[C:16]([CH3:20])[N:15]=1.[CH2:21]=[O:22].[Na+].[Cl-]. Product: [CH3:12][O:13][C:14]1[N:15]=[C:16]([CH2:20][CH2:21][OH:22])[CH:17]=[CH:18][CH:19]=1. The catalyst class is: 1. (5) Reactant: [CH3:1][CH:2]1[CH:13]=[C:12]([CH3:14])[CH2:11][CH2:10][C:3]21[C:7](=[O:8])[O:6][C:5](=O)[CH2:4]2.[CH2:15]([Mg]Cl)[CH3:16].Cl.[C:20]1(C)C=CC=C[CH:21]=1. Product: [CH2:20]([C:5]1([CH2:15][CH3:16])[CH2:4][C:3]2([CH2:10][CH2:11][C:12]([CH3:14])=[CH:13][CH:2]2[CH3:1])[C:7](=[O:8])[O:6]1)[CH3:21]. The catalyst class is: 7. (6) Reactant: [C:1]([C:5]1[CH:13]=[C:12]2[C:8]([CH2:9][CH2:10][NH:11]2)=[CH:7][C:6]=1[S:14][C:15]#[N:16])([CH3:4])([CH3:3])[CH3:2].[C:17]([C:19]1[CH:24]=[CH:23][C:22]([S:25](Cl)(=[O:27])=[O:26])=[CH:21][CH:20]=1)#[N:18].N1C=CC=CC=1. The catalyst class is: 2. Product: [C:1]([C:5]1[CH:13]=[C:12]2[C:8]([CH2:9][CH2:10][N:11]2[S:25]([C:22]2[CH:21]=[CH:20][C:19]([C:17]#[N:18])=[CH:24][CH:23]=2)(=[O:27])=[O:26])=[CH:7][C:6]=1[S:14][C:15]#[N:16])([CH3:4])([CH3:2])[CH3:3]. (7) Product: [OH:1][C:2]1[C:7]2[C@@:8]3([OH:45])[C@@:21]([O:25][CH3:26])([C@H:22]([OH:24])[CH2:23][C:6]=2[CH:5]=[C:4]([CH3:46])[C:3]=1[C:47]([O:49][CH3:50])=[O:48])[C:20](=[O:27])[C:19]1[C:10](=[CH:11][C:12]2[C:13](=[O:43])[C:14]([NH:30][C@@H:31]4[C@H:36]([O:37][CH3:38])[C@H:35]([OH:39])[C@@H:34]([O:40][CH3:41])[C@H:33]([CH3:42])[O:32]4)=[CH:15]/[C:16](=[N:56]\[CH2:55][CH2:54][CH2:53][O:52][CH3:51])/[C:17]=2[C:18]=1[OH:28])[C:9]3=[O:44]. The catalyst class is: 5. Reactant: [OH:1][C:2]1[C:7]2[C@@:8]3([OH:45])[C@@:21]([O:25][CH3:26])([C@H:22]([OH:24])[CH2:23][C:6]=2[CH:5]=[C:4]([CH3:46])[C:3]=1[C:47]([O:49][CH3:50])=[O:48])[C:20](=[O:27])[C:19]1[C:10](=[CH:11][C:12]2[C:13](=[O:43])[C:14]([NH:30][C@@H:31]4[C@H:36]([O:37][CH3:38])[C@H:35]([OH:39])[C@@H:34]([O:40][CH3:41])[C@H:33]([CH3:42])[O:32]4)=[CH:15][C:16](=O)[C:17]=2[C:18]=1[OH:28])[C:9]3=[O:44].[CH3:51][O:52][CH2:53][CH2:54][CH2:55][NH2:56]. (8) The catalyst class is: 42. Reactant: [OH:1][CH2:2][CH2:3][O:4][CH2:5][CH2:6][NH:7][C:8]([C:10]1[CH:11]=[C:12]([CH:16]=[CH:17][CH:18]=1)[C:13]([OH:15])=O)=[O:9].CN(C(ON1N=NC2C=CC=NC1=2)=[N+](C)C)C.F[P-](F)(F)(F)(F)F.C(N(C(C)C)C(C)C)C.[NH2:52][C:53]1[CH:77]=[CH:76][C:75]([N:78]2[CH2:83][CH2:82][CH2:81][CH2:80][CH2:79]2)=[CH:74][C:54]=1[C:55]([NH:57][C:58]1[CH:63]=[N:62][C:61]([C:64]2[CH:69]=[CH:68][CH:67]=[C:66]([C:70]([F:73])([F:72])[F:71])[CH:65]=2)=[CH:60][N:59]=1)=[O:56]. Product: [OH:1][CH2:2][CH2:3][O:4][CH2:5][CH2:6][NH:7][C:8](=[O:9])[C:10]1[CH:18]=[CH:17][CH:16]=[C:12]([C:13]([NH:52][C:53]2[CH:77]=[CH:76][C:75]([N:78]3[CH2:83][CH2:82][CH2:81][CH2:80][CH2:79]3)=[CH:74][C:54]=2[C:55](=[O:56])[NH:57][C:58]2[CH:63]=[N:62][C:61]([C:64]3[CH:69]=[CH:68][CH:67]=[C:66]([C:70]([F:73])([F:72])[F:71])[CH:65]=3)=[CH:60][N:59]=2)=[O:15])[CH:11]=1. (9) Reactant: [Cl:1][C:2]1[CH:22]=[C:21]([Cl:23])[CH:20]=[CH:19][C:3]=1[CH2:4][N:5]1[C:9]([CH2:10][CH2:11][C:12]([OH:14])=O)=[CH:8][C:7]([O:15][CH:16]([CH3:18])[CH3:17])=[N:6]1.[CH3:24][CH:25]([S:27]([NH2:30])(=[O:29])=[O:28])[CH3:26].N12CCCN=C1CCCCC2. Product: [Cl:1][C:2]1[CH:22]=[C:21]([Cl:23])[CH:20]=[CH:19][C:3]=1[CH2:4][N:5]1[C:9]([CH2:10][CH2:11][C:12]([NH:30][S:27]([CH:25]([CH3:26])[CH3:24])(=[O:29])=[O:28])=[O:14])=[CH:8][C:7]([O:15][CH:16]([CH3:18])[CH3:17])=[N:6]1. The catalyst class is: 7. (10) Reactant: FC(F)(F)C(O)=O.[NH2:8][C:9]([C:11]1[CH:16]=[CH:15][C:14]([NH:17][CH:18]2[CH2:23][CH2:22][N:21](C(OC(C)(C)C)=O)[CH2:20][CH2:19]2)=[C:13]([Cl:31])[CH:12]=1)=[O:10]. Product: [Cl:31][C:13]1[CH:12]=[C:11]([CH:16]=[CH:15][C:14]=1[NH:17][CH:18]1[CH2:23][CH2:22][NH:21][CH2:20][CH2:19]1)[C:9]([NH2:8])=[O:10]. The catalyst class is: 2.